From a dataset of Catalyst prediction with 721,799 reactions and 888 catalyst types from USPTO. Predict which catalyst facilitates the given reaction. (1) Reactant: C([Li])CCC.C([Mg]Br)(C)C.Br[C:12]1[CH:13]=[C:14]([CH3:21])[C:15]([O:19][CH3:20])=[C:16]([CH3:18])[CH:17]=1.[C:22]([C:24]1[C:29]([C:30]([C:38]2[CH:43]=[CH:42][CH:41]=[C:40]([O:44][CH2:45][CH2:46][CH2:47][F:48])[CH:39]=2)=[N:31]S(C(C)(C)C)=O)=[CH:28][CH:27]=[CH:26][N:25]=1)#[N:23].C([O-])(O)=O.[Na+].Cl.[NH4+].[OH-]. Product: [F:48][CH2:47][CH2:46][CH2:45][O:44][C:40]1[CH:39]=[C:38]([C:30]2([C:12]3[CH:13]=[C:14]([CH3:21])[C:15]([O:19][CH3:20])=[C:16]([CH3:18])[CH:17]=3)[C:29]3[C:24](=[N:25][CH:26]=[CH:27][CH:28]=3)[C:22]([NH2:23])=[N:31]2)[CH:43]=[CH:42][CH:41]=1. The catalyst class is: 569. (2) Reactant: [Cl:1][C:2]1[CH:3]=[C:4]([CH:16]=[CH:17][CH:18]=1)[O:5][CH2:6][C:7]([NH:9][CH:10]1[CH2:15][CH2:14][NH:13][CH2:12][CH2:11]1)=[O:8].[F:19][C:20]1([F:36])[O:24][C:23]2[CH:25]=[CH:26][C:27]([N:29]3[CH:33]=[CH:32][C:31]([CH:34]=O)=[CH:30]3)=[CH:28][C:22]=2[O:21]1. Product: [Cl:1][C:2]1[CH:3]=[C:4]([CH:16]=[CH:17][CH:18]=1)[O:5][CH2:6][C:7]([NH:9][CH:10]1[CH2:15][CH2:14][N:13]([CH2:34][C:31]2[CH:32]=[CH:33][N:29]([C:27]3[CH:26]=[CH:25][C:23]4[O:24][C:20]([F:19])([F:36])[O:21][C:22]=4[CH:28]=3)[CH:30]=2)[CH2:12][CH2:11]1)=[O:8]. The catalyst class is: 2. (3) Reactant: [CH2:1]([N:8]1[CH2:25][CH2:24][C:11]2([N:15]([C:16]3[CH:21]=[CH:20][CH:19]=[CH:18][CH:17]=3)[C:14](=[O:22])[CH2:13][CH:12]2O)[CH2:10][CH2:9]1)[C:2]1[CH:7]=[CH:6][CH:5]=[CH:4][CH:3]=1.S(Cl)(Cl)=O. Product: [CH2:1]([N:8]1[CH2:25][CH2:24][C:11]2([N:15]([C:16]3[CH:17]=[CH:18][CH:19]=[CH:20][CH:21]=3)[C:14](=[O:22])[CH:13]=[CH:12]2)[CH2:10][CH2:9]1)[C:2]1[CH:3]=[CH:4][CH:5]=[CH:6][CH:7]=1. The catalyst class is: 17. (4) Reactant: Cl.[C:2]([O:6][C:7](=[O:13])[C@H:8]([CH:10]([CH3:12])[CH3:11])[NH2:9])([CH3:5])([CH3:4])[CH3:3].C(N(CC)CC)C.[N+:21]([C:24]1[CH:31]=[CH:30][CH:29]=[CH:28][C:25]=1[CH2:26]Cl)([O-:23])=[O:22]. Product: [C:2]([O:6][C:7](=[O:13])[C@@H:8]([NH:9][CH2:26][C:25]1[CH:28]=[CH:29][CH:30]=[CH:31][C:24]=1[N+:21]([O-:23])=[O:22])[CH:10]([CH3:11])[CH3:12])([CH3:5])([CH3:4])[CH3:3]. The catalyst class is: 14. (5) Reactant: [C:1]([NH:9][C:10](=[O:30])[NH:11][C:12]1[S:22][C:15]2[CH2:16][O:17][C:18]([CH3:21])([CH3:20])[CH2:19][C:14]=2[C:13]=1[C:23]([O:25]C(C)(C)C)=[O:24])(=[O:8])[C:2]1[CH:7]=[CH:6][CH:5]=[CH:4][CH:3]=1.C(O)(C(F)(F)F)=O. Product: [C:1]([NH:9][C:10](=[O:30])[NH:11][C:12]1[S:22][C:15]2[CH2:16][O:17][C:18]([CH3:21])([CH3:20])[CH2:19][C:14]=2[C:13]=1[C:23]([OH:25])=[O:24])(=[O:8])[C:2]1[CH:7]=[CH:6][CH:5]=[CH:4][CH:3]=1. The catalyst class is: 2. (6) Product: [OH:2][C:3]1[CH:4]=[CH:5][C:6]([C:9]2[C:18]3[C:13](=[C:14]([C:19]([F:22])([F:20])[F:21])[CH:15]=[CH:16][CH:17]=3)[N:12]=[CH:11][C:10]=2[C:23]([C:25]2[CH:26]=[CH:27][CH:28]=[CH:29][CH:30]=2)=[O:24])=[CH:7][CH:8]=1. Reactant: C[O:2][C:3]1[CH:8]=[CH:7][C:6]([C:9]2[C:18]3[C:13](=[C:14]([C:19]([F:22])([F:21])[F:20])[CH:15]=[CH:16][CH:17]=3)[N:12]=[CH:11][C:10]=2[C:23]([C:25]2[CH:30]=[CH:29][CH:28]=[CH:27][CH:26]=2)=[O:24])=[CH:5][CH:4]=1.Cl.N1C=CC=CC=1. The catalyst class is: 33. (7) Reactant: F[C:2]1[CH:7]=[CH:6][C:5]([N+:8]([O-:10])=[O:9])=[CH:4][C:3]=1[O:11][CH3:12].[NH:13]([CH2:17][CH2:18][OH:19])[CH2:14][CH2:15][OH:16]. Product: [OH:16][CH2:15][CH2:14][N:13]([C:2]1[CH:7]=[CH:6][C:5]([N+:8]([O-:10])=[O:9])=[CH:4][C:3]=1[O:11][CH3:12])[CH2:17][CH2:18][OH:19]. The catalyst class is: 16.